The task is: Predict the product of the given reaction.. This data is from Forward reaction prediction with 1.9M reactions from USPTO patents (1976-2016). Given the reactants [O:1]1[C:5]2[CH:6]=[CH:7][C:8]([C:10]3[O:14][C:13]([SH:15])=[N:12][N:11]=3)=[CH:9][C:4]=2[CH2:3][CH2:2]1.Cl[CH2:17][CH:18]1[CH2:20][CH2:19]1, predict the reaction product. The product is: [CH:18]1([CH2:17][S:15][C:13]2[O:14][C:10]([C:8]3[CH:7]=[CH:6][C:5]4[O:1][CH2:2][CH2:3][C:4]=4[CH:9]=3)=[N:11][N:12]=2)[CH2:20][CH2:19]1.